From a dataset of Forward reaction prediction with 1.9M reactions from USPTO patents (1976-2016). Predict the product of the given reaction. (1) Given the reactants [CH3:1][O:2][C:3]([C:5]1[CH:14]=[CH:13][C:12]2[C:7](=[CH:8][CH:9]=[C:10]([O:15][CH2:16][C@@H:17]([OH:20])[CH2:18][OH:19])[CH:11]=2)[CH:6]=1)=[O:4].CO[C:23](OC)([CH3:25])[CH3:24].C1(C)C=CC(S([O-])(=O)=O)=CC=1.[NH+]1C=CC=CC=1, predict the reaction product. The product is: [CH3:1][O:2][C:3]([C:5]1[CH:14]=[CH:13][C:12]2[C:7](=[CH:8][CH:9]=[C:10]([O:15][CH2:16][C@@H:17]3[CH2:18][O:19][C:23]([CH3:25])([CH3:24])[O:20]3)[CH:11]=2)[CH:6]=1)=[O:4]. (2) Given the reactants C(OC([N:8]1[CH:16]2[CH:11]([CH:12]=[CH:13][C:14]([NH:17][C:18]([C:20]3[S:21][C:22]([C:25]4[CH:30]=[CH:29][C:28]([Cl:31])=[CH:27][CH:26]=4)=[CH:23][CH:24]=3)=[O:19])=[CH:15]2)[C:10]([N:32](C(OC(C)(C)C)=O)[CH2:33][CH2:34][N:35]2[CH2:40][CH2:39][CH2:38][CH2:37][CH2:36]2)=[N:9]1)=O)(C)(C)C.C(O)(C(F)(F)F)=O, predict the reaction product. The product is: [N:35]1([CH2:34][CH2:33][NH:32][C:10]2[CH:11]3[CH:16]([CH:15]=[C:14]([NH:17][C:18]([C:20]4[S:21][C:22]([C:25]5[CH:26]=[CH:27][C:28]([Cl:31])=[CH:29][CH:30]=5)=[CH:23][CH:24]=4)=[O:19])[CH:13]=[CH:12]3)[NH:8][N:9]=2)[CH2:36][CH2:37][CH2:38][CH2:39][CH2:40]1. (3) Given the reactants [CH2:1]([O:8][C:9]1[CH:16]=[CH:15][C:12]([CH:13]=[O:14])=[CH:11][CH:10]=1)[C:2]1[CH:7]=[CH:6][CH:5]=[CH:4][CH:3]=1.[O:17]([CH2:24][C:25]([O:27][CH3:28])=[O:26])[C:18]1[CH:23]=[CH:22][CH:21]=[CH:20][CH:19]=1, predict the reaction product. The product is: [CH2:1]([O:8][C:9]1[CH:10]=[CH:11][C:12]([CH:13]([OH:14])[CH:24]([O:17][C:18]2[CH:23]=[CH:22][CH:21]=[CH:20][CH:19]=2)[C:25]([O:27][CH3:28])=[O:26])=[CH:15][CH:16]=1)[C:2]1[CH:3]=[CH:4][CH:5]=[CH:6][CH:7]=1. (4) Given the reactants [H-].[Na+].[Cl:3][C:4]1[CH:5]=[C:6]([CH:8]=[CH:9][CH:10]=1)[NH2:7].Cl[C:12]1[CH:17]=[CH:16][CH:15]=[C:14]([Cl:18])[C:13]=1[N+:19]([O-:21])=[O:20].Cl, predict the reaction product. The product is: [Cl:18][C:14]1[C:13]([N+:19]([O-:21])=[O:20])=[C:12]([CH:17]=[CH:16][CH:15]=1)[NH:7][C:6]1[CH:8]=[CH:9][CH:10]=[C:4]([Cl:3])[CH:5]=1. (5) Given the reactants [Br:1][C:2]1[CH:8]=[C:7]([N+:9]([O-:11])=[O:10])[CH:6]=[C:5]([Br:12])[C:3]=1N.S(=O)(=O)(O)O.N([O-])=O.[Na+], predict the reaction product. The product is: [Br:1][C:2]1[CH:8]=[C:7]([N+:9]([O-:11])=[O:10])[CH:6]=[C:5]([Br:12])[CH:3]=1. (6) The product is: [CH3:12][N:3]1[N:2]=[N:1][C:5]([N:6]2[CH2:10][CH2:9][C@@H:8]([OH:11])[CH2:7]2)=[N:4]1. Given the reactants [N:1]1[NH:2][N:3]=[N:4][C:5]=1[N:6]1[CH2:10][CH2:9][C@@H:8]([OH:11])[CH2:7]1.[C:12]([O-])([O-])=O.[Na+].[Na+].C(I)C, predict the reaction product.